Task: Predict the reaction yield, written as a fraction of the theoretical maximum amount of product (1.0 means a 100% yield; for example, 0.34 means a 34% yield).. Dataset: Reaction yield outcomes from USPTO patents with 853,638 reactions (1) The reactants are [C:1]([C:5]1[CH:6]=[C:7](/[CH:11]=[CH:12]/[C:13]([O:15][CH2:16][CH3:17])=[O:14])[CH:8]=[CH:9][CH:10]=1)(=O)[CH2:2][CH3:3].C1C=CC(P(C2C=CC=CC=2)C2C=CC=CC=2)=CC=1.[C:37](Br)(Br)([Br:39])[Br:38]. The catalyst is C(Cl)Cl. The product is [Br:38][C:37]([Br:39])=[C:1]([C:5]1[CH:6]=[C:7](/[CH:11]=[CH:12]/[C:13]([O:15][CH2:16][CH3:17])=[O:14])[CH:8]=[CH:9][CH:10]=1)[CH2:2][CH3:3]. The yield is 0.200. (2) The reactants are [F:1][C:2]1[CH:3]=[CH:4][C:5]([CH3:27])=[C:6]([C:8]2[CH:17]=[C:16]3[C:11]([CH:12]=[C:13]([NH:18][C:19]4[CH:24]=[CH:23][CH:22]=[C:21]([O:25]C)[N:20]=4)[N:14]=[CH:15]3)=[CH:10][CH:9]=2)[CH:7]=1.C(O)(=O)C.Br. No catalyst specified. The product is [F:1][C:2]1[CH:3]=[CH:4][C:5]([CH3:27])=[C:6]([C:8]2[CH:17]=[C:16]3[C:11]([CH:12]=[C:13]([NH:18][C:19]4[NH:20][C:21](=[O:25])[CH:22]=[CH:23][CH:24]=4)[N:14]=[CH:15]3)=[CH:10][CH:9]=2)[CH:7]=1. The yield is 0.0320.